This data is from Blood-brain barrier permeability regression values from the B3DB database. The task is: Regression/Classification. Given a drug SMILES string, predict its absorption, distribution, metabolism, or excretion properties. Task type varies by dataset: regression for continuous measurements (e.g., permeability, clearance, half-life) or binary classification for categorical outcomes (e.g., BBB penetration, CYP inhibition). For this dataset (b3db_regression), we predict Y. The drug is CNCCCN1C2=CC=CC=C2SC3=C1C(=CC=C3)Cl. The Y is 1.37 log(BB ratio).